Task: Predict the reaction yield, written as a fraction of the theoretical maximum amount of product (1.0 means a 100% yield; for example, 0.34 means a 34% yield).. Dataset: Reaction yield outcomes from USPTO patents with 853,638 reactions (1) The reactants are [CH:1]1([N:4]2[C:13]3[C:8](=[CH:9][C:10]([F:17])=[C:11](F)[C:12]=3[O:14][CH3:15])[C:7](=[O:18])[C:6]([C:19]([OH:21])=[O:20])=[CH:5]2)[CH2:3][CH2:2]1.[CH3:22][CH:23]1[CH2:28][NH:27][CH2:26][CH2:25][NH:24]1. The catalyst is CS(C)=O. The product is [CH3:22][CH:23]1[NH:24][CH2:25][CH2:26][N:27]([C:11]2[C:12]([O:14][CH3:15])=[C:13]3[N:4]([CH:1]4[CH2:3][CH2:2]4)[CH:5]=[C:6]([C:19]([OH:21])=[O:20])[C:7](=[O:18])[C:8]3=[CH:9][C:10]=2[F:17])[CH2:28]1. The yield is 0.760. (2) The reactants are Br[C:2]1[CH:3]=[C:4]2[C:9](=[CH:10][CH:11]=1)[CH:8]=[N:7][C:6]([NH2:12])=[CH:5]2.[CH3:13][O-:14].[Na+]. The catalyst is CS(C)=O. The product is [CH3:13][O:14][C:2]1[CH:3]=[C:4]2[C:9](=[CH:10][CH:11]=1)[CH:8]=[N:7][C:6]([NH2:12])=[CH:5]2. The yield is 0.538.